This data is from Full USPTO retrosynthesis dataset with 1.9M reactions from patents (1976-2016). The task is: Predict the reactants needed to synthesize the given product. (1) The reactants are: [CH:1]1([C:6]([OH:8])=O)[CH2:5][CH2:4][CH2:3][CH2:2]1.[F:9][C:10]1[CH:15]=[CH:14][C:13]([N:16]2[C:24]3[C:19](=[CH:20][C:21]([O:25][C@H:26]([C:30]4[CH:35]=[CH:34][CH:33]=[C:32]([O:36][CH3:37])[CH:31]=4)[C@@H:27]([NH2:29])[CH3:28])=[CH:22][CH:23]=3)[CH:18]=[N:17]2)=[CH:12][CH:11]=1. Given the product [F:9][C:10]1[CH:11]=[CH:12][C:13]([N:16]2[C:24]3[C:19](=[CH:20][C:21]([O:25][C@H:26]([C:30]4[CH:35]=[CH:34][CH:33]=[C:32]([O:36][CH3:37])[CH:31]=4)[C@@H:27]([NH:29][C:6]([CH:1]4[CH2:2][CH2:3][CH2:4][CH2:5]4)=[O:8])[CH3:28])=[CH:22][CH:23]=3)[CH:18]=[N:17]2)=[CH:14][CH:15]=1, predict the reactants needed to synthesize it. (2) Given the product [C:9]1([NH:15][C:16]([NH:1][C:2]2[CH:7]=[CH:6][CH:5]=[CH:4][C:3]=2[SH:8])=[O:17])[CH:14]=[CH:13][CH:12]=[CH:11][CH:10]=1, predict the reactants needed to synthesize it. The reactants are: [NH2:1][C:2]1[CH:7]=[CH:6][CH:5]=[CH:4][C:3]=1[SH:8].[C:9]1([N:15]=[C:16]=[O:17])[CH:14]=[CH:13][CH:12]=[CH:11][CH:10]=1. (3) Given the product [CH2:1]([N:8]1[CH2:14][CH:13]([CH3:15])[C:12](=[O:16])[N:11]([CH3:23])[C:10]2[CH:17]=[N:18][C:19]([Cl:21])=[N:20][C:9]1=2)[C:2]1[CH:3]=[CH:4][CH:5]=[CH:6][CH:7]=1, predict the reactants needed to synthesize it. The reactants are: [CH2:1]([N:8]1[CH2:14][CH:13]([CH3:15])[C:12](=[O:16])[NH:11][C:10]2[CH:17]=[N:18][C:19]([Cl:21])=[N:20][C:9]1=2)[C:2]1[CH:7]=[CH:6][CH:5]=[CH:4][CH:3]=1.I[CH3:23].[H-].[Na+]. (4) The reactants are: N1C=CC=NC=1C([O-])=O.[Cl:10][C:11]1[CH:12]=[C:13]([C:17]2[CH:18]=[C:19]([CH2:25][C:26]3[CH:27]=[N:28][C:29]([C:32](OC)=[O:33])=[N:30][CH:31]=3)[CH:20]=[N:21][C:22]=2[O:23][CH3:24])[CH:14]=[CH:15][CH:16]=1.[BH4-].[Na+].C(O)(=O)CC(CC(O)=O)(C(O)=O)O. Given the product [Cl:10][C:11]1[CH:12]=[C:13]([C:17]2[CH:18]=[C:19]([CH2:25][C:26]3[CH:31]=[N:30][C:29]([CH2:32][OH:33])=[N:28][CH:27]=3)[CH:20]=[N:21][C:22]=2[O:23][CH3:24])[CH:14]=[CH:15][CH:16]=1, predict the reactants needed to synthesize it.